From a dataset of Full USPTO retrosynthesis dataset with 1.9M reactions from patents (1976-2016). Predict the reactants needed to synthesize the given product. (1) Given the product [Br:1][C:2]1[CH:3]=[C:4]([C@@H:5]([C:17]2[CH:18]=[CH:19][CH:20]=[CH:21][CH:22]=2)[NH:6][S@@:7]([C:9]([CH3:11])([CH3:12])[CH3:10])=[O:8])[CH:13]=[CH:14][CH:15]=1, predict the reactants needed to synthesize it. The reactants are: [Br:1][C:2]1[CH:3]=[C:4]([CH:13]=[CH:14][CH:15]=1)/[CH:5]=[N:6]/[S@@:7]([C:9]([CH3:12])([CH3:11])[CH3:10])=[O:8].[Li][C:17]1[CH:18]=[CH:19][CH:20]=[CH:21][CH:22]=1. (2) Given the product [CH3:29][NH:3][N:4]1[C:22]2([CH2:27][CH2:26][O:25][CH2:24][CH2:23]2)[CH2:21][C:7]2[NH:8][C:9]3[CH:15]=[CH:14][C:13]([O:16][C:17]([F:19])([F:20])[F:18])=[CH:12][C:10]=3[S:11][C:6]=2[C:5]1=[O:28], predict the reactants needed to synthesize it. The reactants are: CI.[NH2:3][N:4]1[C:22]2([CH2:27][CH2:26][O:25][CH2:24][CH2:23]2)[CH2:21][C:7]2[NH:8][C:9]3[CH:15]=[CH:14][C:13]([O:16][C:17]([F:20])([F:19])[F:18])=[CH:12][C:10]=3[S:11][C:6]=2[C:5]1=[O:28].[C:29]([O-])([O-])=O.[K+].[K+].